The task is: Predict the reactants needed to synthesize the given product.. This data is from Full USPTO retrosynthesis dataset with 1.9M reactions from patents (1976-2016). The reactants are: [CH3:1][C:2]1([CH3:24])[C:11]2[CH2:10][O:9][CH:8]=[CH:7][C:6]3=[CH:12][CH:13]([CH2:15][NH:16][C:17](=[O:23])[O:18][C:19]([CH3:22])([CH3:21])[CH3:20])[O:14][B:4]([C:5]=23)[O:3]1.C1C(=O)N([Br:32])C(=O)C1.CC(N=NC(C#N)(C)C)(C#N)C. Given the product [Br:32][C:12]1[CH:13]([CH2:15][NH:16][C:17](=[O:23])[O:18][C:19]([CH3:22])([CH3:21])[CH3:20])[O:14][B:4]2[C:5]3[C:6]=1[CH:7]=[CH:8][O:9][CH2:10][C:11]=3[C:2]([CH3:24])([CH3:1])[O:3]2, predict the reactants needed to synthesize it.